This data is from TCR-epitope binding with 47,182 pairs between 192 epitopes and 23,139 TCRs. The task is: Binary Classification. Given a T-cell receptor sequence (or CDR3 region) and an epitope sequence, predict whether binding occurs between them. (1) The epitope is GTHWFVTQR. The TCR CDR3 sequence is CATSERGYEQYF. Result: 0 (the TCR does not bind to the epitope). (2) The epitope is FLPRVFSAV. The TCR CDR3 sequence is CASSQEINGLSYEQYF. Result: 1 (the TCR binds to the epitope). (3) The epitope is SEISMDNSPNL. The TCR CDR3 sequence is CASSPIGGEALGETQYF. Result: 0 (the TCR does not bind to the epitope). (4) The epitope is RLRPGGKKK. The TCR CDR3 sequence is CASSLGWGNTEAFF. Result: 1 (the TCR binds to the epitope). (5) The epitope is EILDITPCSF. The TCR CDR3 sequence is CATSERLLATAEDEQFF. Result: 1 (the TCR binds to the epitope). (6) The epitope is LPPAYTNSF. The TCR CDR3 sequence is CASSLDPTGGEGEAFF. Result: 0 (the TCR does not bind to the epitope).